The task is: Predict the reaction yield, written as a fraction of the theoretical maximum amount of product (1.0 means a 100% yield; for example, 0.34 means a 34% yield).. This data is from Reaction yield outcomes from USPTO patents with 853,638 reactions. (1) The reactants are Cl[C:2]1[N:7]=[CH:6][N:5]=[C:4]([NH2:8])[CH:3]=1.[Cl:9][C:10]1[CH:11]=[C:12](B(O)O)[CH:13]=[CH:14][CH:15]=1.C([O-])([O-])=O.[Na+].[Na+]. The catalyst is COCCOC.CCO.O.Cl[Pd](Cl)([P](C1C=CC=CC=1)(C1C=CC=CC=1)C1C=CC=CC=1)[P](C1C=CC=CC=1)(C1C=CC=CC=1)C1C=CC=CC=1. The product is [Cl:9][C:10]1[CH:15]=[C:14]([C:2]2[N:7]=[CH:6][N:5]=[C:4]([NH2:8])[CH:3]=2)[CH:13]=[CH:12][CH:11]=1. The yield is 0.910. (2) The reactants are [Cl:1][C:2]1[CH:8]=[CH:7][C:6]([F:9])=[CH:5][C:3]=1[NH2:4].Br.Br[CH:12]([C:14]1[CH:15]=[C:16]([C:31]([N:33]([CH3:35])[CH3:34])=[O:32])[CH:17]=[C:18]2[C:23]=1[O:22][C:21]([N:24]1[CH2:29][CH2:28][O:27][CH2:26][CH2:25]1)=[CH:20][C:19]2=[O:30])[CH3:13]. No catalyst specified. The product is [Cl:1][C:2]1[CH:8]=[CH:7][C:6]([F:9])=[CH:5][C:3]=1[NH:4][CH:12]([C:14]1[CH:15]=[C:16]([C:31]([N:33]([CH3:35])[CH3:34])=[O:32])[CH:17]=[C:18]2[C:23]=1[O:22][C:21]([N:24]1[CH2:29][CH2:28][O:27][CH2:26][CH2:25]1)=[CH:20][C:19]2=[O:30])[CH3:13]. The yield is 0.470. (3) The reactants are [F:1][C:2]1[CH:7]=[CH:6][C:5]([C:8]2[C:12]([CH2:13][N:14]3C(=O)C4C(=CC=CC=4)C3=O)=[C:11]([CH3:25])[O:10][N:9]=2)=[CH:4][CH:3]=1.FC1C=C(C2C(CN3C(=O)C4C(=CC=CC=4)C3=O)=C(C)ON=2)C=CC=1. No catalyst specified. The product is [F:1][C:2]1[CH:3]=[CH:4][C:5]([C:8]2[C:12]([CH2:13][NH2:14])=[C:11]([CH3:25])[O:10][N:9]=2)=[CH:6][CH:7]=1. The yield is 0.540. (4) The reactants are [CH2:1]1[C:10]2[C:5](=[CH:6][CH:7]=[CH:8][CH:9]=2)[CH2:4][CH2:3][CH2:2]1.[I:11]I. The catalyst is ClCCl.[N+]([O-])([O-])=O.[Ag+]. The product is [I:11][C:7]1[CH:6]=[C:5]2[C:10](=[CH:9][CH:8]=1)[CH2:1][CH2:2][CH2:3][CH2:4]2. The yield is 0.330.